Dataset: Reaction yield outcomes from USPTO patents with 853,638 reactions. Task: Predict the reaction yield, written as a fraction of the theoretical maximum amount of product (1.0 means a 100% yield; for example, 0.34 means a 34% yield). (1) The reactants are C(OC([NH:8][C@@H:9]([CH3:12])[CH2:10][OH:11])=O)(C)(C)C.O[C:14]1[CH:23]=[CH:22][C:17]([C:18]([O:20][CH3:21])=[O:19])=[CH:16][C:15]=1[N+:24]([O-:26])=[O:25].C1C=CC(P(C2C=CC=CC=2)C2C=CC=CC=2)=CC=1.N(C(OC(C)C)=O)=NC(OC(C)C)=O. The catalyst is C1COCC1. The product is [N+:24]([C:15]1[CH:16]=[C:17]([CH:22]=[CH:23][C:14]=1[O:11][CH2:10][C@@H:9]([NH2:8])[CH3:12])[C:18]([O:20][CH3:21])=[O:19])([O-:26])=[O:25]. The yield is 0.240. (2) The reactants are [CH3:1][C:2]1([CH3:14])[C:6]([CH3:8])([CH3:7])[O:5][B:4]([C:9]2[CH:10]=[N:11][NH:12][CH:13]=2)[O:3]1.[C:15](=O)([O-])[O-].[K+].[K+].BrC[C:23]1[CH:24]=[N:25][C:26]([S:29][CH3:30])=[N:27][CH:28]=1. The catalyst is CN(C=O)C.CCOC(C)=O. The product is [CH3:30][S:29][C:26]1[N:25]=[C:24]([CH2:15][N:12]2[CH:13]=[C:9]([B:4]3[O:5][C:6]([CH3:7])([CH3:8])[C:2]([CH3:14])([CH3:1])[O:3]3)[CH:10]=[N:11]2)[CH:23]=[CH:28][N:27]=1. The yield is 0.700. (3) The reactants are [NH2:1][C:2]1[CH:39]=[CH:38][C:5]([CH2:6][N:7]([CH3:37])[C:8]([O:10][C@H:11]([C:22]2[CH:27]=[CH:26][C:25]([O:28][CH:29]([F:31])[F:30])=[C:24]([O:32][CH2:33][CH:34]3[CH2:36][CH2:35]3)[CH:23]=2)[CH2:12][C:13]2[C:18]([Cl:19])=[CH:17][N+:16]([O-:20])=[CH:15][C:14]=2[Cl:21])=[O:9])=[CH:4][CH:3]=1.[CH3:40][S:41](Cl)(=[O:43])=[O:42]. The catalyst is N1C=CC=CC=1.C(Cl)Cl.[NH4+].[Cl-]. The product is [Cl:19][C:18]1[CH:17]=[N+:16]([O-:20])[CH:15]=[C:14]([Cl:21])[C:13]=1[CH2:12][C@@H:11]([C:22]1[CH:27]=[CH:26][C:25]([O:28][CH:29]([F:30])[F:31])=[C:24]([O:32][CH2:33][CH:34]2[CH2:35][CH2:36]2)[CH:23]=1)[O:10][C:8](=[O:9])[N:7]([CH3:37])[CH2:6][C:5]1[CH:38]=[CH:39][C:2]([NH:1][S:41]([CH3:40])(=[O:43])=[O:42])=[CH:3][CH:4]=1. The yield is 0.830.